From a dataset of Peptide-MHC class II binding affinity with 134,281 pairs from IEDB. Regression. Given a peptide amino acid sequence and an MHC pseudo amino acid sequence, predict their binding affinity value. This is MHC class II binding data. (1) The peptide sequence is GTKTEAEDVIPEGWK. The MHC is HLA-DPA10201-DPB11401 with pseudo-sequence HLA-DPA10201-DPB11401. The binding affinity (normalized) is 0.0880. (2) The peptide sequence is YDKFLANVSTVLTGP. The MHC is DRB1_0101 with pseudo-sequence DRB1_0101. The binding affinity (normalized) is 0.734. (3) The peptide sequence is AVGLFIRLLGGESDA. The MHC is DRB1_1302 with pseudo-sequence DRB1_1302. The binding affinity (normalized) is 0.